Dataset: Full USPTO retrosynthesis dataset with 1.9M reactions from patents (1976-2016). Task: Predict the reactants needed to synthesize the given product. (1) The reactants are: Br[C:2]1[CH:11]=[CH:10][C:9]2[N:8]=[CH:7][C:6]3[N:12]([CH3:23])[C:13](=[O:22])[N:14]([C:15]4[C:16]([CH3:21])=[N:17][N:18]([CH3:20])[CH:19]=4)[C:5]=3[C:4]=2[CH:3]=1.[CH3:24][N:25]([CH3:37])[C:26]([C:28]1[CH:33]=[CH:32][C:31](B(O)O)=[CH:30][CH:29]=1)=[O:27]. Given the product [CH3:20][N:18]1[CH:19]=[C:15]([N:14]2[C:5]3[C:4]4[CH:3]=[C:2]([C:31]5[CH:32]=[CH:33][C:28]([C:26]([N:25]([CH3:37])[CH3:24])=[O:27])=[CH:29][CH:30]=5)[CH:11]=[CH:10][C:9]=4[N:8]=[CH:7][C:6]=3[N:12]([CH3:23])[C:13]2=[O:22])[C:16]([CH3:21])=[N:17]1, predict the reactants needed to synthesize it. (2) Given the product [Cl:1][C:2]1[CH:7]=[CH:6][CH:5]=[CH:4][C:3]=1[CH:8]1[CH2:13][O:12][C:11]2[CH:14]=[C:15]([C:33]3[N:34]=[C:35]([C:39]4[CH:40]=[N:41][CH:42]=[CH:43][CH:44]=4)[S:36][C:37]=3[CH3:38])[CH:16]=[CH:17][C:10]=2[NH:9]1, predict the reactants needed to synthesize it. The reactants are: [Cl:1][C:2]1[CH:7]=[CH:6][CH:5]=[CH:4][C:3]=1[CH:8]1[CH2:13][O:12][C:11]2[CH:14]=[C:15](B3OC(C)(C)C(C)(C)O3)[CH:16]=[CH:17][C:10]=2[NH:9]1.FC(F)(F)S(O[C:33]1[N:34]=[C:35]([C:39]2[CH:40]=[N:41][CH:42]=[CH:43][CH:44]=2)[S:36][C:37]=1[CH3:38])(=O)=O.C(=O)([O-])[O-].[K+].[K+].O1CCOCC1. (3) Given the product [NH2:33][C:30]1[S:31][CH:32]=[C:28]([CH2:27][CH2:26][O:25][C:24]2[CH:23]=[CH:22][C:21]([NH:20][C:18]([C:5]3[C:6]([C:8]4[CH:9]=[CH:10][C:11]([C:14]([F:17])([F:15])[F:16])=[CH:12][CH:13]=4)=[CH:7][C:2]([CH3:1])=[CH:3][CH:4]=3)=[O:19])=[CH:42][CH:41]=2)[N:29]=1, predict the reactants needed to synthesize it. The reactants are: [CH3:1][C:2]1[CH:3]=[CH:4][C:5]([C:18]([NH:20][C:21]2[CH:42]=[CH:41][C:24]([O:25][CH2:26][CH2:27][C:28]3[N:29]=[C:30]([NH:33]C(=O)OC(C)(C)C)[S:31][CH:32]=3)=[CH:23][CH:22]=2)=[O:19])=[C:6]([C:8]2[CH:13]=[CH:12][C:11]([C:14]([F:17])([F:16])[F:15])=[CH:10][CH:9]=2)[CH:7]=1.FC(F)(F)C(O)=O. (4) Given the product [OH:14][CH2:10][CH2:11][C:12]#[C:13][C:2]1[CH:3]=[C:4]([CH:7]=[CH:8][CH:9]=1)[CH:5]=[O:6], predict the reactants needed to synthesize it. The reactants are: Br[C:2]1[CH:3]=[C:4]([CH:7]=[CH:8][CH:9]=1)[CH:5]=[O:6].[CH2:10]([OH:14])[CH2:11][C:12]#[CH:13].C(N(CC)CC)C. (5) Given the product [CH2:1]([N:8]1[C:13](=[O:14])[C:12]([CH2:15][N:30]([CH3:31])[CH3:29])=[CH:11][C:10]([C:21]2[CH:26]=[CH:25][C:24]([F:27])=[C:23]([CH3:28])[CH:22]=2)=[N:9]1)[C:2]1[CH:7]=[CH:6][CH:5]=[CH:4][CH:3]=1, predict the reactants needed to synthesize it. The reactants are: [CH2:1]([N:8]1[C:13](=[O:14])[C:12]([CH2:15]OS(C)(=O)=O)=[CH:11][C:10]([C:21]2[CH:26]=[CH:25][C:24]([F:27])=[C:23]([CH3:28])[CH:22]=2)=[N:9]1)[C:2]1[CH:7]=[CH:6][CH:5]=[CH:4][CH:3]=1.[CH3:29][NH:30][CH3:31]. (6) Given the product [CH3:16][C:17]1[N:23]([CH:24]2[CH2:29][CH2:28][C:27](=[O:30])[NH:26][C:25]2=[O:31])[C:4](=[O:6])[C:3]2[C:2](=[C:10]([CH3:11])[CH:9]=[CH:8][CH:7]=2)[N:1]=1, predict the reactants needed to synthesize it. The reactants are: [NH2:1][C:2]1[C:10]([CH2:11]C)=[CH:9][CH:8]=[CH:7][C:3]=1[C:4]([OH:6])=O.N1[CH:17]=[CH:16]N=C1.C(Cl)(=O)C.Cl.[NH2:23][CH:24]1[CH2:29][CH2:28][C:27](=[O:30])[NH:26][C:25]1=[O:31].P(OC1C=CC=CC=1)(OC1C=CC=CC=1)OC1C=CC=CC=1. (7) Given the product [CH3:1][O:2][C:3](=[O:14])[C@@H:4]([CH3:13])[N:5]([C:6]1[CH:11]=[CH:10][C:9]([Cl:12])=[CH:8][CH:7]=1)[S:16]([CH3:15])(=[O:18])=[O:17], predict the reactants needed to synthesize it. The reactants are: [CH3:1][O:2][C:3](=[O:14])[C@@H:4]([CH3:13])[NH:5][C:6]1[CH:11]=[CH:10][C:9]([Cl:12])=[CH:8][CH:7]=1.[CH3:15][S:16](Cl)(=[O:18])=[O:17].